Dataset: Full USPTO retrosynthesis dataset with 1.9M reactions from patents (1976-2016). Task: Predict the reactants needed to synthesize the given product. Given the product [NH2:28][C:25]1[CH:26]=[CH:27][C:22]([C:21]([NH:1][CH:2]2[CH2:7][CH2:6][N:5]([CH2:8][CH2:9][OH:10])[CH2:4][CH2:3]2)=[O:20])=[CH:23][C:24]=1[O:29][CH3:30], predict the reactants needed to synthesize it. The reactants are: [NH2:1][CH:2]1[CH2:7][CH2:6][N:5]([CH2:8][CH2:9][OH:10])[CH2:4][CH2:3]1.N1([O:20][C:21](=O)[C:22]2[CH:27]=[CH:26][C:25]([NH2:28])=[C:24]([O:29][CH3:30])[CH:23]=2)C2C=CC=CC=2N=N1.CN(C)C=O.C(N(CC)CC)C.